This data is from Catalyst prediction with 721,799 reactions and 888 catalyst types from USPTO. The task is: Predict which catalyst facilitates the given reaction. (1) Reactant: [Br:1][C:2]1[CH:7]=[CH:6][C:5]([NH:8][C:9](=O)C(F)(F)F)=[C:4]([N+:15]([O-:17])=[O:16])[C:3]=1F.[C:19](=O)([O-])[O-:20].[Cs+].[Cs+].CI.C(=O)([O-])[O-].[K+].[K+]. Product: [Br:1][C:2]1[CH:7]=[CH:6][C:5]([NH:8][CH3:9])=[C:4]([N+:15]([O-:17])=[O:16])[C:3]=1[O:20][CH3:19]. The catalyst class is: 288. (2) Reactant: [Cl:1][C:2]1[CH:7]=[C:6]([NH2:8])[C:5]([O:9][CH3:10])=[CH:4][C:3]=1[C:11]1[CH:16]=[CH:15][CH:14]=[C:13]([F:17])[CH:12]=1.[CH2:18]([S:25][C:26]1[CH:27]=[C:28](/[CH:33]=[CH:34]/[C:35](OCC)=[O:36])[C:29](Cl)=[N:30][CH:31]=1)[C:19]1[CH:24]=[CH:23][CH:22]=[CH:21][CH:20]=1.CC1(C)C2C(=C(P(C3C=CC=CC=3)C3C=CC=CC=3)C=CC=2)OC2C(P(C3C=CC=CC=3)C3C=CC=CC=3)=CC=CC1=2.C(=O)([O-])[O-].[Cs+].[Cs+]. The catalyst class is: 102. Product: [CH2:18]([S:25][C:26]1[CH:27]=[C:28]2[C:29](=[N:30][CH:31]=1)[N:8]([C:6]1[C:5]([O:9][CH3:10])=[CH:4][C:3]([C:11]3[CH:16]=[CH:15][CH:14]=[C:13]([F:17])[CH:12]=3)=[C:2]([Cl:1])[CH:7]=1)[C:35](=[O:36])[CH:34]=[CH:33]2)[C:19]1[CH:20]=[CH:21][CH:22]=[CH:23][CH:24]=1. (3) Reactant: [F:1][C:2]1[CH:10]=[C:9]([C:11]([F:14])([F:13])[F:12])[CH:8]=[CH:7][C:3]=1[C:4](Cl)=[O:5].N1C=CC=CC=1.[NH2:21][C:22]1[CH:31]=[C:30]2[C:25]([CH2:26][CH2:27][C:28](=[O:33])[N:29]2[CH3:32])=[CH:24][CH:23]=1. Product: [F:1][C:2]1[CH:10]=[C:9]([C:11]([F:14])([F:13])[F:12])[CH:8]=[CH:7][C:3]=1[C:4]([NH:21][C:22]1[CH:31]=[C:30]2[C:25]([CH2:26][CH2:27][C:28](=[O:33])[N:29]2[CH3:32])=[CH:24][CH:23]=1)=[O:5]. The catalyst class is: 6. (4) Reactant: [F:1][C:2]1[CH:7]=[CH:6][C:5]([C:8]2[O:9][C:10]3[CH:20]=[C:19]([CH2:21][S:22]([CH3:25])(=[O:24])=[O:23])[C:18]([OH:26])=[CH:17][C:11]=3[C:12]=2[C:13]([NH:15][CH3:16])=[O:14])=[CH:4][CH:3]=1.CCN(C(C)C)C(C)C.[F:36][C:37]([F:56])([F:55])[S:38](N(C1C=CC=CC=1)[S:38]([C:37]([F:56])([F:55])[F:36])(=[O:40])=[O:39])(=[O:40])=[O:39]. Product: [F:36][C:37]([F:56])([F:55])[S:38]([O:26][C:18]1[C:19]([CH2:21][S:22]([CH3:25])(=[O:23])=[O:24])=[CH:20][C:10]2[O:9][C:8]([C:5]3[CH:6]=[CH:7][C:2]([F:1])=[CH:3][CH:4]=3)=[C:12]([C:13](=[O:14])[NH:15][CH3:16])[C:11]=2[CH:17]=1)(=[O:40])=[O:39]. The catalyst class is: 2. (5) Product: [Cl:12][C:11]1[C:6]([Cl:5])=[C:7]2[C:8]([CH:1]=[CH:2][NH:13]2)=[CH:9][CH:10]=1. The catalyst class is: 1. Reactant: [CH:1]([Mg]Br)=[CH2:2].[Cl:5][C:6]1[C:11]([Cl:12])=[CH:10][CH:9]=[CH:8][C:7]=1[N+:13]([O-])=O.[NH4+].[Cl-]. (6) Product: [CH3:1][C:2]1[CH:41]=[C:40]([CH3:42])[CH:39]=[CH:38][C:3]=1[O:4][CH2:5][C@H:6]([OH:37])[CH2:7][NH:8][C:9]1[CH:14]=[CH:13][NH:12][C:11](=[O:15])[C:10]=1[C:16]1[NH:17][C:18]2[C:26](=[CH:25][C:24]3[CH2:23][N:22]([CH:29]4[CH2:30][CH2:31][N:32]([CH3:35])[CH2:33][CH2:34]4)[C:21](=[O:36])[C:20]=3[CH:19]=2)[N:27]=1. The catalyst class is: 565. Reactant: [CH3:1][C:2]1[CH:41]=[C:40]([CH3:42])[CH:39]=[CH:38][C:3]=1[O:4][CH2:5][C@H:6]([OH:37])[CH2:7][NH:8][C:9]1[CH:14]=[CH:13][NH:12][C:11](=[O:15])[C:10]=1[C:16]1[NH:17][C:18]2[C:26]([N:27]=1)=[CH:25][C:24]1[C:23](=O)[N:22]([CH:29]3[CH2:34][CH2:33][N:32]([CH3:35])[CH2:31][CH2:30]3)[C:21](=[O:36])[C:20]=1[CH:19]=2. (7) Reactant: [CH3:1][C:2]1[N:3]=[CH:4][NH:5][C:6]=1[CH:7]=[O:8].I[CH2:10][CH3:11].O. Product: [CH2:10]([N:5]1[C:6]([CH:7]=[O:8])=[C:2]([CH3:1])[N:3]=[CH:4]1)[CH3:11]. The catalyst class is: 1. (8) Reactant: [Si:1]([O:18][CH2:19][C:20]1[N:21]=[CH:22][N:23]([CH2:26][O:27][CH2:28][CH2:29][Si:30]([CH3:33])([CH3:32])[CH3:31])[C:24]=1[CH3:25])([C:14]([CH3:17])([CH3:16])[CH3:15])([C:8]1[CH:13]=[CH:12][CH:11]=[CH:10][CH:9]=1)[C:2]1[CH:7]=[CH:6][CH:5]=[CH:4][CH:3]=1.C([Li])CCC.CON(C)[C:42](=[O:44])[CH3:43].[Cl-].[NH4+]. Product: [Si:1]([O:18][CH2:19][C:20]1[N:21]=[C:22]([C:42](=[O:44])[CH3:43])[N:23]([CH2:26][O:27][CH2:28][CH2:29][Si:30]([CH3:32])([CH3:31])[CH3:33])[C:24]=1[CH3:25])([C:14]([CH3:16])([CH3:17])[CH3:15])([C:2]1[CH:7]=[CH:6][CH:5]=[CH:4][CH:3]=1)[C:8]1[CH:9]=[CH:10][CH:11]=[CH:12][CH:13]=1. The catalyst class is: 1. (9) The catalyst class is: 16. Reactant: FC(F)(F)S(O[C:7]1[C:8]2[CH2:28][N:27]([C:29](=[O:31])[CH3:30])[CH2:26][CH2:25][C:9]=2[N:10]=[C:11]([NH:13][C:14]2[CH:19]=[CH:18][C:17]([C:20]3[O:24][CH:23]=[N:22][CH:21]=3)=[CH:16][CH:15]=2)[N:12]=1)(=O)=O.N[C:35]1[CH:36]=[C:37]([C:41](=O)C)[CH:38]=[CH:39][CH:40]=1. Product: [CH2:41]([N:22]([CH2:21][CH2:20][OH:24])[C:7]1[C:8]2[CH2:28][N:27]([C:29](=[O:31])[CH3:30])[CH2:26][CH2:25][C:9]=2[N:10]=[C:11]([NH:13][C:14]2[CH:15]=[CH:16][C:17]([C:20]3[O:24][CH:23]=[N:22][CH:21]=3)=[CH:18][CH:19]=2)[N:12]=1)[C:37]1[CH:36]=[CH:35][CH:40]=[CH:39][CH:38]=1.